Dataset: Full USPTO retrosynthesis dataset with 1.9M reactions from patents (1976-2016). Task: Predict the reactants needed to synthesize the given product. Given the product [CH3:2][O:3][C:4](=[O:11])[CH2:5][C@H:6]([N:10]([C:30]([O:29][C:26]([CH3:28])([CH3:27])[CH3:25])=[O:31])[CH2:21][CH2:20][C:19]([O:24][CH3:12])=[O:23])[C:7]([OH:9])=[O:8], predict the reactants needed to synthesize it. The reactants are: Cl.[CH3:2][O:3][C:4](=[O:11])[CH2:5][C@H:6]([NH2:10])[C:7]([OH:9])=[O:8].[CH2:12](N(CC)CC)C.[C:19]([O-:24])(=[O:23])[C:20](C)=[CH2:21].[CH3:25][C:26]([O:29][C:30](O[C:30]([O:29][C:26]([CH3:28])([CH3:27])[CH3:25])=[O:31])=[O:31])([CH3:28])[CH3:27].